This data is from Reaction yield outcomes from USPTO patents with 853,638 reactions. The task is: Predict the reaction yield, written as a fraction of the theoretical maximum amount of product (1.0 means a 100% yield; for example, 0.34 means a 34% yield). (1) The reactants are [CH3:1][O:2][CH2:3][CH2:4][CH2:5][O:6][C:7]1[CH:8]=[C:9]2[C:13](=[C:14]([N:16]([CH3:26])[S:17]([C:20]3[CH:25]=[CH:24][CH:23]=[CH:22][N:21]=3)(=[O:19])=[O:18])[CH:15]=1)[NH:12][C:11]([C:27]([OH:29])=O)=[CH:10]2.[CH2:30]([S:37][CH:38]([CH2:41][N:42]1[CH2:47][CH2:46][S:45][CH2:44][CH2:43]1)[CH2:39][NH2:40])[C:31]1[CH:36]=[CH:35][CH:34]=[CH:33][CH:32]=1.N1(O)C2C=CC=CC=2N=N1.Cl.CN(C)CCCN=C=NCC. The catalyst is O.CN(C)C=O. The product is [CH2:30]([S:37][CH:38]([CH2:41][N:42]1[CH2:43][CH2:44][S:45][CH2:46][CH2:47]1)[CH2:39][NH:40][C:27]([C:11]1[NH:12][C:13]2[C:9]([CH:10]=1)=[CH:8][C:7]([O:6][CH2:5][CH2:4][CH2:3][O:2][CH3:1])=[CH:15][C:14]=2[N:16]([CH3:26])[S:17]([C:20]1[CH:25]=[CH:24][CH:23]=[CH:22][N:21]=1)(=[O:18])=[O:19])=[O:29])[C:31]1[CH:36]=[CH:35][CH:34]=[CH:33][CH:32]=1. The yield is 0.780. (2) The reactants are [Cl:1][CH:2]([O:6][C:7]([NH:9][CH2:10][C:11]1([CH2:17][C:18]([OH:20])=[O:19])[CH2:16][CH2:15][CH2:14][CH2:13][CH2:12]1)=[O:8])[CH:3]([CH3:5])[CH3:4].C1(N=C=NC2CCCCC2)CCCCC1.[CH2:36](O)[C:37]1[CH:42]=[CH:41][CH:40]=[CH:39][CH:38]=1. The catalyst is ClCCl.CN(C)C1C=CN=CC=1. The product is [Cl:1][CH:2]([O:6][C:7]([NH:9][CH2:10][C:11]1([CH2:17][C:18]([O:20][CH2:36][C:37]2[CH:42]=[CH:41][CH:40]=[CH:39][CH:38]=2)=[O:19])[CH2:12][CH2:13][CH2:14][CH2:15][CH2:16]1)=[O:8])[CH:3]([CH3:4])[CH3:5]. The yield is 0.620. (3) The reactants are [CH3:1][C:2]1[CH:7]=[C:6]([C:8]([F:11])([F:10])[F:9])[C:5]([N+:12]([O-:14])=[O:13])=[CH:4][C:3]=1[N+:15]([O-:17])=[O:16].C[C:19]([N:21]([CH3:23])[CH3:22])=O. The catalyst is CN(C=O)C. The product is [N+:15]([C:3]1[CH:4]=[C:5]([N+:12]([O-:14])=[O:13])[C:6]([C:8]([F:10])([F:11])[F:9])=[CH:7][C:2]=1/[CH:1]=[CH:19]/[N:21]([CH3:23])[CH3:22])([O-:17])=[O:16]. The yield is 0.860. (4) The reactants are Cl[CH2:2][C:3]1[CH:13]=[CH:12][C:6]2[O:7][C:8]([F:11])([F:10])[O:9][C:5]=2[CH:4]=1.[C-:14]#[N:15].[Na+].O.C(OC)(C)(C)C. The catalyst is CS(C)=O. The product is [F:10][C:8]1([F:11])[O:7][C:6]2[CH:12]=[CH:13][C:3]([CH2:2][C:14]#[N:15])=[CH:4][C:5]=2[O:9]1. The yield is 0.950. (5) The reactants are [NH2:1][C:2]1[CH:3]=[CH:4][N:5]([CH3:27])[C:6]2[C:7]=1[CH:8]=[CH:9][C:10]1[N:19]([C:20]3[CH:25]=[CH:24][C:23]([F:26])=[CH:22][CH:21]=3)[CH2:18][CH:17]=[C:12]3[NH:13][C:14](=[O:16])[C:15]=2[C:11]=13.C(O)(=O)C.C([BH3-])#N.[Na+].[CH2:36]([N:38]1[CH:42]=[CH:41][C:40]([CH:43]=O)=[N:39]1)[CH3:37]. No catalyst specified. The product is [CH2:36]([N:38]1[CH:42]=[CH:41][C:40]([CH2:43][NH:1][C:2]2[CH:3]=[CH:4][N:5]([CH3:27])[C:6]3[C:7]=2[CH:8]=[CH:9][C:10]2[N:19]([C:20]4[CH:21]=[CH:22][C:23]([F:26])=[CH:24][CH:25]=4)[CH2:18][CH:17]=[C:12]4[NH:13][C:14](=[O:16])[C:15]=3[C:11]=24)=[N:39]1)[CH3:37]. The yield is 0.410. (6) The reactants are [CH3:1][O:2][C:3]1[C:28]([N+:29]([O-])=O)=[CH:27][CH:26]=[CH:25][C:4]=1[C:5]([NH:7][C:8]1[N:9]([CH3:24])[N:10]=[C:11]([C:17]([F:23])([F:22])[C:18]([F:21])([F:20])[F:19])[C:12]=1[C:13]([F:16])([F:15])[F:14])=[O:6].[Sn](Cl)(Cl)(Cl)Cl.Cl. The catalyst is C(O)(C)C. The product is [NH2:29][C:28]1[C:3]([O:2][CH3:1])=[C:4]([CH:25]=[CH:26][CH:27]=1)[C:5]([NH:7][C:8]1[N:9]([CH3:24])[N:10]=[C:11]([C:17]([F:23])([F:22])[C:18]([F:19])([F:20])[F:21])[C:12]=1[C:13]([F:15])([F:14])[F:16])=[O:6]. The yield is 0.610.